This data is from Forward reaction prediction with 1.9M reactions from USPTO patents (1976-2016). The task is: Predict the product of the given reaction. Given the reactants Br[C:2]1[C:3]([C@@H:9]([NH:19][C:20](=[O:38])[CH2:21][N:22]2[C:30]3[C:29]([F:32])([F:31])[CH2:28][CH2:27][C:26]([F:34])([F:33])[C:25]=3[C:24]([CH:35]([F:37])[F:36])=[N:23]2)[CH2:10][C:11]2[CH:16]=[C:15]([F:17])[CH:14]=[C:13]([F:18])[CH:12]=2)=[N:4][CH:5]=[C:6](Br)[CH:7]=1.CC1(C)C(C)(C)OB([C:47]2[CH:55]=[C:54]3[C:50]([CH2:51][NH:52][C:53]3=[O:56])=[CH:49][CH:48]=2)O1.[Li+].[Cl-].C([O-])([O-])=O.[K+].[K+].C[N:67]([CH:69]=[O:70])[CH3:68], predict the reaction product. The product is: [O:56]=[C:53]1[C:54]2[C:50](=[CH:49][CH:48]=[C:47]([C:2]3[C:3]([C@@H:9]([NH:19][C:20](=[O:38])[CH2:21][N:22]4[C:30]5[C:29]([F:32])([F:31])[CH2:28][CH2:27][C:26]([F:34])([F:33])[C:25]=5[C:24]([CH:35]([F:37])[F:36])=[N:23]4)[CH2:10][C:11]4[CH:16]=[C:15]([F:17])[CH:14]=[C:13]([F:18])[CH:12]=4)=[N:4][CH:5]=[C:6]([C:11]4[CH:12]=[C:13]5[C:14](=[CH:15][CH:16]=4)[CH2:68][NH:67][C:69]5=[O:70])[CH:7]=3)[CH:55]=2)[CH2:51][NH:52]1.